Task: Predict the reaction yield, written as a fraction of the theoretical maximum amount of product (1.0 means a 100% yield; for example, 0.34 means a 34% yield).. Dataset: Reaction yield outcomes from USPTO patents with 853,638 reactions (1) The reactants are [C:1]1([C:7]([OH:9])=[O:8])([C:4](O)=[O:5])[CH2:3][CH2:2]1.C(N(CC)CC)C.S(Cl)(Cl)=O.[C:21]1([NH2:27])[CH:26]=[CH:25][CH:24]=[CH:23][CH:22]=1. The catalyst is C1COCC1.C(OCC)(=O)C. The product is [C:21]1([NH:27][C:4]([C:1]2([C:7]([OH:9])=[O:8])[CH2:3][CH2:2]2)=[O:5])[CH:26]=[CH:25][CH:24]=[CH:23][CH:22]=1. The yield is 0.608. (2) The reactants are [Li]C(C)(C)C.Br[C:7]1[CH:8]=[C:9]([OH:13])[CH:10]=[CH:11][CH:12]=1.[CH3:14][C@H:15]1[C:20](=[O:21])[C@H:19]([CH2:22][N:23]([CH3:32])[CH2:24][CH2:25][C:26]2[CH:31]=[CH:30][CH:29]=[CH:28][CH:27]=2)[C@@H:18]2[CH2:33][C@H:16]1[C:17]2([CH3:35])[CH3:34]. The catalyst is C1COCC1. The product is [OH:13][C:9]1[CH:8]=[C:7]([C@@:20]2([OH:21])[C@H:19]([CH2:22][N:23]([CH3:32])[CH2:24][CH2:25][C:26]3[CH:27]=[CH:28][CH:29]=[CH:30][CH:31]=3)[C@@H:18]3[CH2:33][C@@H:16]([C:17]3([CH3:34])[CH3:35])[C@H:15]2[CH3:14])[CH:12]=[CH:11][CH:10]=1. The yield is 0.0690. (3) The reactants are [O:1]=[C:2]1[CH:6]=[CH:5][C:4](=[O:7])[N:3]1[CH2:8][CH2:9][CH2:10][CH2:11][CH2:12][C:13]([NH:15][C@@H:16]([CH:39]([CH3:41])[CH3:40])[C:17]([NH:19][C@@H:20]([CH2:32][CH2:33][CH2:34][NH:35][C:36]([NH2:38])=[O:37])[C:21]([NH:23][C:24]1[CH:29]=[CH:28][C:27]([CH2:30][OH:31])=[CH:26][CH:25]=1)=[O:22])=[O:18])=[O:14].C(N(CC)C(C)C)(C)C.[C:51](=O)([O:62]C1C=CC([N+]([O-])=O)=CC=1)[O:52][C:53]1[CH:58]=[CH:57][C:56]([N+:59]([O-:61])=[O:60])=[CH:55][CH:54]=1. The catalyst is CN(C)C=O. The product is [C:51](=[O:62])([O:52][C:53]1[CH:54]=[CH:55][C:56]([N+:59]([O-:61])=[O:60])=[CH:57][CH:58]=1)[O:31][CH2:30][C:27]1[CH:28]=[CH:29][C:24]([NH:23][C:21](=[O:22])[C@@H:20]([NH:19][C:17](=[O:18])[C@@H:16]([NH:15][C:13](=[O:14])[CH2:12][CH2:11][CH2:10][CH2:9][CH2:8][N:3]2[C:4](=[O:7])[CH:5]=[CH:6][C:2]2=[O:1])[CH:39]([CH3:41])[CH3:40])[CH2:32][CH2:33][CH2:34][NH:35][C:36]([NH2:38])=[O:37])=[CH:25][CH:26]=1. The yield is 0.570. (4) The reactants are [CH:1]([C:4]1[CH:5]=[CH:6][C:7]2[C:12]([NH:13][C:14]3[CH:15]=[C:16]([CH:20]=[CH:21][CH:22]=3)[C:17](O)=[O:18])=[N:11][CH:10]=[N:9][C:8]=2[N:23]=1)([CH3:3])[CH3:2].[NH2:24][C:25]1[CH:30]=[CH:29][C:28]([S:31][C:32]2[CH:37]=[CH:36][C:35]([NH:38][C:39](=[O:45])[O:40][C:41]([CH3:44])([CH3:43])[CH3:42])=[CH:34][CH:33]=2)=[C:27]([NH:46][C:47]2[C:48]3[CH:56]=[CH:55][C:54]([CH:57]([CH3:59])[CH3:58])=[N:53][C:49]=3[N:50]=[CH:51][N:52]=2)[CH:26]=1.CN(C(ON1N=NC2C=CC=NC1=2)=[N+](C)C)C.F[P-](F)(F)(F)(F)F.CCN(C(C)C)C(C)C. The catalyst is CS(C)=O.O. The product is [CH:57]([C:54]1[CH:55]=[CH:56][C:48]2[C:47]([NH:46][C:27]3[CH:26]=[C:25]([NH:24][C:17](=[O:18])[C:16]4[CH:20]=[CH:21][CH:22]=[C:14]([NH:13][C:12]5[C:7]6[CH:6]=[CH:5][C:4]([CH:1]([CH3:2])[CH3:3])=[N:23][C:8]=6[N:9]=[CH:10][N:11]=5)[CH:15]=4)[CH:30]=[CH:29][C:28]=3[S:31][C:32]3[CH:37]=[CH:36][C:35]([NH:38][C:39](=[O:45])[O:40][C:41]([CH3:44])([CH3:43])[CH3:42])=[CH:34][CH:33]=3)=[N:52][CH:51]=[N:50][C:49]=2[N:53]=1)([CH3:59])[CH3:58]. The yield is 0.630.